From a dataset of Reaction yield outcomes from USPTO patents with 853,638 reactions. Predict the reaction yield, written as a fraction of the theoretical maximum amount of product (1.0 means a 100% yield; for example, 0.34 means a 34% yield). (1) The reactants are Br[C:2]1[CH:3]=[C:4]([N:8]2[C:16]3[C:11](=[CH:12][CH:13]=[C:14]([F:17])[CH:15]=3)[C:10]([C:18]([O:20][CH3:21])=[O:19])=[N:9]2)[CH:5]=[CH:6][CH:7]=1.[C:22]([C@:24]1([OH:32])[CH2:29][CH2:28][CH2:27][N:26]([CH3:30])[C:25]1=[O:31])#[CH:23]. No catalyst specified. The product is [F:17][C:14]1[CH:15]=[C:16]2[C:11]([C:10]([C:18]([O:20][CH3:21])=[O:19])=[N:9][N:8]2[C:4]2[CH:5]=[CH:6][CH:7]=[C:2]([C:23]#[C:22][C@:24]3([OH:32])[CH2:29][CH2:28][CH2:27][N:26]([CH3:30])[C:25]3=[O:31])[CH:3]=2)=[CH:12][CH:13]=1. The yield is 0.750. (2) The reactants are [F:1][C:2]([F:10])([F:9])[C:3]1([CH2:6][CH2:7][OH:8])[CH2:5][CH2:4]1.[Cl:11][C:12]1[N:17]=[C:16]([CH2:18][N:19]2[C:27](=[O:28])[C:26]3[C:21](=[CH:22][CH:23]=[CH:24][CH:25]=3)[C:20]2=[O:29])[CH:15]=[C:14](Cl)[N:13]=1.CC1(C)C2C(=C(P(C3C=CC=CC=3)C3C=CC=CC=3)C=CC=2)OC2C(P(C3C=CC=CC=3)C3C=CC=CC=3)=CC=CC1=2.C([O-])([O-])=O.[Cs+].[Cs+]. The catalyst is C1(C)C=CC=CC=1. The product is [Cl:11][C:12]1[N:17]=[C:16]([CH2:18][N:19]2[C:27](=[O:28])[C:26]3[C:21](=[CH:22][CH:23]=[CH:24][CH:25]=3)[C:20]2=[O:29])[CH:15]=[C:14]([O:8][CH2:7][CH2:6][C:3]2([C:2]([F:10])([F:9])[F:1])[CH2:5][CH2:4]2)[N:13]=1. The yield is 0.370.